From a dataset of Full USPTO retrosynthesis dataset with 1.9M reactions from patents (1976-2016). Predict the reactants needed to synthesize the given product. (1) Given the product [F:29][CH:2]([C:17]1[CH:22]=[CH:21][CH:20]=[CH:19][CH:18]=1)[CH2:3][CH2:4][CH2:5][C:6]1[CH:11]=[CH:10][C:9]([CH2:12][C:13]([O:15][CH3:16])=[O:14])=[CH:8][CH:7]=1, predict the reactants needed to synthesize it. The reactants are: O[CH:2]([C:17]1[CH:22]=[CH:21][CH:20]=[CH:19][CH:18]=1)[CH2:3][CH2:4][CH2:5][C:6]1[CH:11]=[CH:10][C:9]([CH2:12][C:13]([O:15][CH3:16])=[O:14])=[CH:8][CH:7]=1.CCN(S(F)(F)[F:29])CC. (2) Given the product [O:5]=[C:6]1[CH2:15][N:14]2[C@H:16]3[CH2:21][CH2:20][N:19]([C:22]([O:24][CH2:25][CH3:26])=[O:23])[CH2:18][C@H:17]3[C:12]3[C:13]2=[C:8]([CH:9]=[CH:10][CH:11]=3)[NH:7]1, predict the reactants needed to synthesize it. The reactants are: C([BH3-])#N.[Na+].[O:5]=[C:6]1[CH2:15][N:14]2[C:16]3[CH2:21][CH2:20][N:19]([C:22]([O:24][CH2:25][CH3:26])=[O:23])[CH2:18][C:17]=3[C:12]3[C:13]2=[C:8]([CH:9]=[CH:10][CH:11]=3)[NH:7]1.[OH-].[NH4+].[OH-].[Na+]. (3) Given the product [C:21]([CH2:20][N:15]1[C:14](=[O:16])[O:13][N:12]=[C:11]1[C:7]1[CH:6]=[C:5]([C:4]([F:3])([F:17])[F:18])[CH:10]=[CH:9][N:8]=1)#[N:22], predict the reactants needed to synthesize it. The reactants are: [H-].[Na+].[F:3][C:4]([F:18])([F:17])[C:5]1[CH:10]=[CH:9][N:8]=[C:7]([C:11]2[NH:12][O:13][C:14](=[O:16])[N:15]=2)[CH:6]=1.Br[CH2:20][C:21]#[N:22].[Cl-].[NH4+]. (4) Given the product [CH3:35][C:2]1([CH3:1])[CH2:6][C:5]2[CH:7]=[CH:8][CH:9]=[C:10]([CH2:11][N:12]3[CH2:34][CH2:33][C:15]4([CH2:20][CH2:19][N:18]([C:21]([C:23]5[CH:28]=[CH:27][CH:26]=[CH:25][C:24]=5[CH2:29][C:30]([N:61]5[CH2:68][CH2:67][CH2:66][C@@H:62]5[C:63]([NH2:65])=[O:64])=[O:32])=[O:22])[CH2:17][CH2:16]4)[CH2:14][CH2:13]3)[C:4]=2[O:3]1, predict the reactants needed to synthesize it. The reactants are: [CH3:1][C:2]1([CH3:35])[CH2:6][C:5]2[CH:7]=[CH:8][CH:9]=[C:10]([CH2:11][N:12]3[CH2:34][CH2:33][C:15]4([CH2:20][CH2:19][N:18]([C:21]([C:23]5[CH:28]=[CH:27][CH:26]=[CH:25][C:24]=5[CH2:29][C:30]([OH:32])=O)=[O:22])[CH2:17][CH2:16]4)[CH2:14][CH2:13]3)[C:4]=2[O:3]1.Cl.CN(C(ON1N=NC2C=CC=NC1=2)=[N+](C)C)C.F[P-](F)(F)(F)(F)F.[NH:61]1[CH2:68][CH2:67][CH2:66][C@@H:62]1[C:63]([NH2:65])=[O:64].C(N(CC)CC)C.